Dataset: Reaction yield outcomes from USPTO patents with 853,638 reactions. Task: Predict the reaction yield, written as a fraction of the theoretical maximum amount of product (1.0 means a 100% yield; for example, 0.34 means a 34% yield). (1) The reactants are [Cl-].[Mg+2].[Cl-].[CH2:4]([O:6][C:7](=[O:21])[C:8](=O)[CH2:9][N:10]1[C:19]2[C:14](=[CH:15][CH:16]=[CH:17][CH:18]=2)[CH2:13][CH2:12][CH2:11]1)[CH3:5]. The catalyst is COCCO. The product is [CH2:4]([O:6][C:7]([C:8]1[C:18]2=[C:19]3[C:14](=[CH:15][CH:16]=[CH:17]2)[CH2:13][CH2:12][CH2:11][N:10]3[CH:9]=1)=[O:21])[CH3:5]. The yield is 0.470. (2) The reactants are Br[C:2]1[CH:11]=[CH:10][C:9]2[C:4](=[CH:5][CH:6]=[CH:7][CH:8]=2)[N:3]=1.Br[C:13]([F:20])([F:19])[C:14]([O:16][CH2:17][CH3:18])=[O:15]. The catalyst is CS(C)=O.[Cu]. The product is [CH2:17]([O:16][C:14](=[O:15])[C:13]([F:20])([F:19])[C:2]1[CH:11]=[CH:10][C:9]2[C:4](=[CH:5][CH:6]=[CH:7][CH:8]=2)[N:3]=1)[CH3:18]. The yield is 0.700. (3) The reactants are Cl[C:2]1[N:3]=[C:4]([NH:11][C:12]2[CH:17]=[CH:16][CH:15]=[C:14]([S:18]([CH3:21])(=[O:20])=[O:19])[CH:13]=2)[C:5]2[N:10]=[CH:9][S:8][C:6]=2[N:7]=1.CC1(C)C(C)(C)OB([C:30]2[CH:31]=[C:32]([CH:37]=[CH:38][CH:39]=2)[C:33]([O:35][CH3:36])=[O:34])O1.C([O-])([O-])=O.[Na+].[Na+].O1CCOCC1. The catalyst is O.C1C=CC([P]([Pd]([P](C2C=CC=CC=2)(C2C=CC=CC=2)C2C=CC=CC=2)([P](C2C=CC=CC=2)(C2C=CC=CC=2)C2C=CC=CC=2)[P](C2C=CC=CC=2)(C2C=CC=CC=2)C2C=CC=CC=2)(C2C=CC=CC=2)C2C=CC=CC=2)=CC=1. The product is [CH3:21][S:18]([C:14]1[CH:13]=[C:12]([NH:11][C:4]2[C:5]3[N:10]=[CH:9][S:8][C:6]=3[N:7]=[C:2]([C:30]3[CH:31]=[C:32]([CH:37]=[CH:38][CH:39]=3)[C:33]([O:35][CH3:36])=[O:34])[N:3]=2)[CH:17]=[CH:16][CH:15]=1)(=[O:20])=[O:19]. The yield is 0.580. (4) The reactants are C(NC(C)C)(C)C.C(=O)=O.[CH2:11]([OH:14])[CH2:12]O.C([Li])CCC.CC(C)(C(=O)C)C(OC)=O.C1C=CC(N([S:37]([C:40]([F:43])([F:42])[F:41])(=[O:39])=[O:38])[S:37]([C:40]([F:43])([F:42])[F:41])(=[O:39])=[O:38])=CC=1. The catalyst is C1COCC1.C(OCC)(=O)C. The product is [O:14]([CH:11]=[CH2:12])[S:37]([C:40]([F:43])([F:42])[F:41])(=[O:39])=[O:38]. The yield is 0.870. (5) The yield is 0.670. The catalyst is CN(C=O)C.C(OCC)(=O)C. The product is [F:19][C:20]1[CH:28]=[C:27]([C:29]([F:31])([F:32])[F:30])[CH:26]=[C:25]([C:33]([F:34])([F:35])[F:36])[C:21]=1[C:22]([NH:9][C:7]1[CH:6]=[CH:5][N:4]=[C:3]([O:2][CH3:1])[CH:8]=1)=[O:23]. The reactants are [CH3:1][O:2][C:3]1[CH:8]=[C:7]([NH2:9])[CH:6]=[CH:5][N:4]=1.CCN(C(C)C)C(C)C.[F:19][C:20]1[CH:28]=[C:27]([C:29]([F:32])([F:31])[F:30])[CH:26]=[C:25]([C:33]([F:36])([F:35])[F:34])[C:21]=1[C:22](Cl)=[O:23]. (6) The reactants are [CH2:1]([O:3][C:4](=[O:14])[CH2:5][CH2:6][CH2:7][CH2:8][CH2:9][S:10]([O-])(=[O:12])=[O:11])[CH3:2].[Na+].P(Cl)(Cl)(Cl)(Cl)[Cl:17]. No catalyst specified. The product is [Cl:17][S:10]([CH2:9][CH2:8][CH2:7][CH2:6][CH2:5][C:4]([O:3][CH2:1][CH3:2])=[O:14])(=[O:12])=[O:11]. The yield is 0.610.